This data is from M1 muscarinic receptor antagonist screen with 61,756 compounds. The task is: Binary Classification. Given a drug SMILES string, predict its activity (active/inactive) in a high-throughput screening assay against a specified biological target. (1) The molecule is S(CC(=O)c1cc2OCOc2cc1)c1n(c(nn1)c1ncccc1)C. The result is 0 (inactive). (2) The molecule is O1CCN(CC1)CCNC(=O)c1c2c(nc(c1)c1ccc(OC)cc1)cccc2. The result is 0 (inactive). (3) The drug is O=C(NCc1occc1)c1c2n(nc1)c(c(Cc1c(cccc1)C)c(n2)C)C. The result is 0 (inactive). (4) The molecule is o1c(nc2c1cccc2)C1CCN(CC1)C(=O)Nc1ccc(C(C)C)cc1. The result is 0 (inactive). (5) The molecule is S(CC(=O)NC(C)(C)C)c1n(Cc2ccccc2)ccn1. The result is 0 (inactive). (6) The compound is OC1Cn2n(C1)c(=O)ccc2=O. The result is 0 (inactive). (7) The compound is N1(C(N(CC1)c1ccc(cc1)C)c1ccncc1)c1ccc(cc1)C. The result is 0 (inactive). (8) The compound is s1c2c(nc1C)cc(OC)c(SC)c2. The result is 0 (inactive). (9) The compound is O(C(C)C)C(=O)c1nc(ccc1)C(OCc1occc1)=O. The result is 0 (inactive).